Task: Predict the product of the given reaction.. Dataset: Forward reaction prediction with 1.9M reactions from USPTO patents (1976-2016) (1) Given the reactants [N+:1]([C:4]1[CH:5]=[CH:6][C:7]([NH:23][CH:24]2[CH2:29][CH2:28][NH:27][CH2:26][CH2:25]2)=[C:8]([CH:22]=1)[C:9]([NH:11][CH2:12][C:13]1[CH:21]=[CH:20][C:16]2[O:17][CH2:18][O:19][C:15]=2[CH:14]=1)=[O:10])([O-:3])=[O:2].C=O.[C:32]([BH3-])#N.[Na+], predict the reaction product. The product is: [CH3:32][N:27]1[CH2:28][CH2:29][CH:24]([NH:23][C:7]2[CH:6]=[CH:5][C:4]([N+:1]([O-:3])=[O:2])=[CH:22][C:8]=2[C:9]([NH:11][CH2:12][C:13]2[CH:21]=[CH:20][C:16]3[O:17][CH2:18][O:19][C:15]=3[CH:14]=2)=[O:10])[CH2:25][CH2:26]1. (2) Given the reactants C1CCN2C(=NCCC2)CC1.S(O)(O)(=O)=O.[CH3:17][NH:18][NH2:19].CC(O)(C)C.Cl[C:26](=[C:31]([C:34]#[N:35])[C:32]#[N:33])[C:27]([CH3:30])([CH3:29])[CH3:28], predict the reaction product. The product is: [NH2:33][C:32]1[C:31]([C:34]#[N:35])=[C:26]([C:27]([CH3:30])([CH3:29])[CH3:28])[N:18]([CH3:17])[N:19]=1. (3) Given the reactants Cl.[CH3:2][O:3][C:4](=[O:25])[C@H:5]([CH:22]([CH3:24])[CH3:23])[NH:6][CH2:7][C:8]1[CH:13]=[CH:12][C:11]([C:14]2[CH:19]=[CH:18][CH:17]=[CH:16][C:15]=2[C:20]#[N:21])=[CH:10][CH:9]=1.C(=O)(O)[O-].[Na+].[C:31](Cl)(=[O:36])[CH2:32][CH2:33][CH2:34][CH3:35], predict the reaction product. The product is: [CH3:2][O:3][C:4](=[O:25])[C@H:5]([CH:22]([CH3:23])[CH3:24])[N:6]([CH2:7][C:8]1[CH:13]=[CH:12][C:11]([C:14]2[CH:19]=[CH:18][CH:17]=[CH:16][C:15]=2[C:20]#[N:21])=[CH:10][CH:9]=1)[C:31](=[O:36])[CH2:32][CH2:33][CH2:34][CH3:35]. (4) Given the reactants Br[C:2]1[N:6]2[N:7]=[C:8]([NH:11][CH2:12][CH2:13][CH2:14][NH:15][C:16](=[O:22])[O:17][C:18]([CH3:21])([CH3:20])[CH3:19])[CH:9]=[CH:10][C:5]2=[N:4][CH:3]=1.[CH:23](/B(O)O)=[CH:24]\[CH2:25][CH2:26][CH2:27][CH3:28].C(Cl)Cl.CO.[NH4+].[OH-], predict the reaction product. The product is: [CH:23](/[C:2]1[N:6]2[N:7]=[C:8]([NH:11][CH2:12][CH2:13][CH2:14][NH:15][C:16](=[O:22])[O:17][C:18]([CH3:21])([CH3:20])[CH3:19])[CH:9]=[CH:10][C:5]2=[N:4][CH:3]=1)=[CH:24]\[CH2:25][CH2:26][CH2:27][CH3:28]. (5) Given the reactants Br[C:2]1[C:3]([CH3:18])=[C:4]([C:9]([O:16]C)=[C:10]([C:12]([CH3:15])([CH3:14])[CH3:13])[CH:11]=1)[C:5]([O:7]C)=[O:6].[C:19]([C:23]1[CH:24]=[C:25](B(O)O)[CH:26]=[C:27]([CH3:29])[CH:28]=1)([CH3:22])([CH3:21])[CH3:20], predict the reaction product. The product is: [C:19]([C:23]1[CH:24]=[C:25]([C:2]2[CH:11]=[C:10]([C:12]([CH3:15])([CH3:14])[CH3:13])[C:9]([OH:16])=[C:4]([C:5]([OH:7])=[O:6])[C:3]=2[CH3:18])[CH:26]=[C:27]([CH3:29])[CH:28]=1)([CH3:22])([CH3:21])[CH3:20]. (6) Given the reactants [N:1]1([CH2:6][CH2:7][CH2:8][NH2:9])[CH:5]=[CH:4][N:3]=[CH:2]1.[NH:10]1[C:18]2[C:13](=[CH:14][C:15]([CH:19]=O)=[CH:16][CH:17]=2)[CH:12]=[CH:11]1.C([O:23][C:24](=O)[C:25](=[O:34])[CH2:26][C:27]1[CH:32]=[CH:31][C:30]([OH:33])=[CH:29][CH:28]=1)C, predict the reaction product. The product is: [OH:34][C:25]1[C:24](=[O:23])[N:9]([CH2:8][CH2:7][CH2:6][N:1]2[CH:5]=[CH:4][N:3]=[CH:2]2)[CH:19]([C:15]2[CH:14]=[C:13]3[C:18](=[CH:17][CH:16]=2)[NH:10][CH:11]=[CH:12]3)[C:26]=1[C:27]1[CH:32]=[CH:31][C:30]([OH:33])=[CH:29][CH:28]=1. (7) Given the reactants [Mg].[CH2:2](Cl)[C:3]([C:6]1[CH:11]=[CH:10][CH:9]=[CH:8][CH:7]=1)([CH3:5])[CH3:4].II.BrCCBr.[C:19](=[O:21])=[O:20], predict the reaction product. The product is: [CH3:4][C:3]([CH3:5])([C:6]1[CH:11]=[CH:10][CH:9]=[CH:8][CH:7]=1)[CH2:2][C:19]([OH:21])=[O:20]. (8) Given the reactants O.[NH2:2][NH2:3].[C:4]([C:10]([O:12][CH3:13])=[O:11])#[C:5][C:6](OC)=[O:7], predict the reaction product. The product is: [OH:7][C:6]1[CH:5]=[C:4]([C:10]([O:12][CH3:13])=[O:11])[NH:3][N:2]=1. (9) The product is: [C:1]([O:5][C@@H:6]([C:12]1[C:13]([CH3:43])=[N:14][C:15]([CH3:42])=[C:16]([C:26]2[CH:31]=[CH:30][C:29]([O:32][CH2:33][C:34]3[CH:39]=[CH:38][CH:37]=[CH:36][C:35]=3[O:40][CH3:41])=[CH:28][CH:27]=2)[C:17]=1[N:18]1[CH2:19][CH2:20][C:21]([CH3:25])([CH3:24])[CH2:22][CH2:23]1)[C:7]([OH:9])=[O:8])([CH3:4])([CH3:3])[CH3:2]. Given the reactants [C:1]([O:5][C@@H:6]([C:12]1[C:13]([CH3:43])=[N:14][C:15]([CH3:42])=[C:16]([C:26]2[CH:31]=[CH:30][C:29]([O:32][CH2:33][C:34]3[CH:39]=[CH:38][CH:37]=[CH:36][C:35]=3[O:40][CH3:41])=[CH:28][CH:27]=2)[C:17]=1[N:18]1[CH2:23][CH2:22][C:21]([CH3:25])([CH3:24])[CH2:20][CH2:19]1)[C:7]([O:9]CC)=[O:8])([CH3:4])([CH3:3])[CH3:2].[Li+].[OH-], predict the reaction product. (10) Given the reactants F[C:2]1[CH:26]=[CH:25][C:5]([O:6][CH2:7][C@H:8]2[CH2:24][N:12]3[CH2:13][CH2:14][N:15]([C:17]4[CH:22]=[CH:21][C:20](N)=[CH:19][CH:18]=4)[CH2:16][C@@H:11]3[CH2:10][CH2:9]2)=[CH:4][CH:3]=1.N(OCCC(C)C)=O, predict the reaction product. The product is: [O:6]([CH2:7][C@H:8]1[CH2:24][N:12]2[CH2:13][CH2:14][N:15]([C:17]3[CH:18]=[CH:19][CH:20]=[CH:21][CH:22]=3)[CH2:16][C@@H:11]2[CH2:10][CH2:9]1)[C:5]1[CH:25]=[CH:26][CH:2]=[CH:3][CH:4]=1.